This data is from Forward reaction prediction with 1.9M reactions from USPTO patents (1976-2016). The task is: Predict the product of the given reaction. Given the reactants [NH2:1][C:2]1[C:7]([C:8]([F:11])([F:10])[F:9])=[CH:6][C:5]([C:12]([F:15])([F:14])[F:13])=[CH:4][C:3]=1[NH:16][C:17](=O)[CH2:18][C:19]([O:21][CH2:22][CH3:23])=[O:20], predict the reaction product. The product is: [F:15][C:12]([F:13])([F:14])[C:5]1[CH:6]=[C:7]([C:8]([F:11])([F:10])[F:9])[C:2]2[NH:1][C:17]([CH2:18][C:19]([O:21][CH2:22][CH3:23])=[O:20])=[N:16][C:3]=2[CH:4]=1.